Dataset: Reaction yield outcomes from USPTO patents with 853,638 reactions. Task: Predict the reaction yield, written as a fraction of the theoretical maximum amount of product (1.0 means a 100% yield; for example, 0.34 means a 34% yield). (1) The reactants are [CH3:1][C:2]1([CH3:9])[CH2:6][C:5](=O)O[C:3]1=[O:8].[H-].[H-].[H-].[H-].[Li+].[Al+3].[OH-].[Na+].CC(OI1(OC(C)=O)(OC(C)=O)OC(=O)C2C=CC=CC1=2)=O.[F:40][C:41]1[CH:46]=[C:45]([F:47])[CH:44]=[CH:43][C:42]=1[C:48]1[N:49]=[C:50]2[N:54]([C:55]=1[C:56]1[CH:57]=[CH:58][C:59]([NH:62][NH2:63])=[N:60][CH:61]=1)[CH:53]=[CH:52][O:51]2.C(O)(=O)C.C(O)(=O)C.IC1C=CC=CC=1. The catalyst is C1COCC1.C(Cl)Cl.CO.CCOC(C)=O. The product is [F:40][C:41]1[CH:46]=[C:45]([F:47])[CH:44]=[CH:43][C:42]=1[C:48]1[N:49]=[C:50]2[N:54]([C:55]=1[C:56]1[CH:57]=[CH:58][C:59]3[N:60]([C:5]([CH2:6][C:2]([CH3:1])([CH3:9])[CH2:3][OH:8])=[N:63][N:62]=3)[CH:61]=1)[CH:53]=[CH:52][O:51]2. The yield is 0.0300. (2) The catalyst is C(Cl)Cl. The reactants are [F:1][C:2]1[CH:7]=[CH:6][C:5]([F:8])=[CH:4][C:3]=1[C@H:9]1[CH2:13][CH2:12][CH2:11][N:10]1[C:14]1[CH:19]=[CH:18][N:17]2[N:20]=[CH:21][C:22]([NH2:23])=[C:16]2[N:15]=1.Cl[C:25](=[O:30])[C:26](OC)=[O:27].C[CH2:32][N:33](C(C)C)[CH:34](C)C.CNC. The yield is 0.730. The product is [F:1][C:2]1[CH:7]=[CH:6][C:5]([F:8])=[CH:4][C:3]=1[C@H:9]1[CH2:13][CH2:12][CH2:11][N:10]1[C:14]1[CH:19]=[CH:18][N:17]2[N:20]=[CH:21][C:22]([NH:23][C:25](=[O:30])[C:26]([N:33]([CH3:34])[CH3:32])=[O:27])=[C:16]2[N:15]=1. (3) The reactants are CC(C1C=C(C(C)C)C(C2C=CC=CC=2P(C2CCCCC2)C2CCCCC2)=C(C(C)C)C=1)C.Cl[C:36]1[CH:37]=[CH:38][N:39]2[C:44]=1[C:43]([O:45][C:46]1[CH:51]=[CH:50][C:49]([NH2:52])=[CH:48][C:47]=1[F:53])=[N:42][CH:41]=[N:40]2.[C:54]([NH:57][C:58]1[CH:59]=[C:60](B(O)O)[CH:61]=[CH:62][CH:63]=1)(=[O:56])[CH3:55].P([O-])([O-])([O-])=O.[K+].[K+].[K+]. The catalyst is C([O-])(=O)C.[Pd+2].C([O-])(=O)C. The product is [NH2:52][C:49]1[CH:50]=[CH:51][C:46]([O:45][C:43]2[C:44]3=[C:36]([C:62]4[CH:63]=[C:58]([NH:57][C:54](=[O:56])[CH3:55])[CH:59]=[CH:60][CH:61]=4)[CH:37]=[CH:38][N:39]3[N:40]=[CH:41][N:42]=2)=[C:47]([F:53])[CH:48]=1. The yield is 0.260. (4) The reactants are [CH2:1]([N:9]1[C:17]2[C:12](=[CH:13][C:14]([OH:18])=[CH:15][CH:16]=2)[C:11]([CH:19]2[CH2:24][CH2:23][N:22]([CH3:25])[CH2:21][CH2:20]2)=[CH:10]1)[CH2:2][C:3]1[CH:8]=[CH:7][CH:6]=[CH:5][CH:4]=1.[F:26][C:27]1[CH:32]=[CH:31][CH:30]=[C:29]([F:33])[C:28]=1[S:34]([Cl:37])(=[O:36])=[O:35].N1C(C)=CC=CC=1C. The catalyst is O1CCCC1.CO. The product is [ClH:37].[CH2:1]([N:9]1[C:17]2[C:12](=[CH:13][C:14]([O:18][S:34]([C:28]3[C:29]([F:33])=[CH:30][CH:31]=[CH:32][C:27]=3[F:26])(=[O:36])=[O:35])=[CH:15][CH:16]=2)[C:11]([CH:19]2[CH2:24][CH2:23][N:22]([CH3:25])[CH2:21][CH2:20]2)=[CH:10]1)[CH2:2][C:3]1[CH:8]=[CH:7][CH:6]=[CH:5][CH:4]=1. The yield is 0.640.